Predict the reactants needed to synthesize the given product. From a dataset of Full USPTO retrosynthesis dataset with 1.9M reactions from patents (1976-2016). (1) Given the product [F:9][CH:8]([F:10])[C:6]1[CH:5]=[C:4]([NH:11][C:12]2[N:17]=[C:16]([C:18]([F:21])([F:20])[F:19])[CH:15]=[CH:14][N:13]=2)[CH:3]=[C:2]([B:25]2[O:26][C:27]([CH3:29])([CH3:28])[C:23]([CH3:39])([CH3:22])[O:24]2)[CH:7]=1, predict the reactants needed to synthesize it. The reactants are: Br[C:2]1[CH:3]=[C:4]([NH:11][C:12]2[N:17]=[C:16]([C:18]([F:21])([F:20])[F:19])[CH:15]=[CH:14][N:13]=2)[CH:5]=[C:6]([CH:8]([F:10])[F:9])[CH:7]=1.[CH3:22][C:23]1([CH3:39])[C:27]([CH3:29])([CH3:28])[O:26][B:25]([B:25]2[O:26][C:27]([CH3:29])([CH3:28])[C:23]([CH3:39])([CH3:22])[O:24]2)[O:24]1.C([O-])(=O)C.[K+]. (2) Given the product [Cl:3][CH2:15][C:8]1[CH:9]=[CH:10][C:11]([O:13][CH3:14])=[CH:12][C:7]=1[O:6][CH3:5], predict the reactants needed to synthesize it. The reactants are: S(Cl)([Cl:3])=O.[CH3:5][O:6][C:7]1[CH:12]=[C:11]([O:13][CH3:14])[CH:10]=[CH:9][C:8]=1[CH2:15]O.N1C=CC=CC=1.